Dataset: Full USPTO retrosynthesis dataset with 1.9M reactions from patents (1976-2016). Task: Predict the reactants needed to synthesize the given product. (1) The reactants are: CO.C([N:5]([CH2:8][CH3:9])[CH2:6][CH3:7])C. Given the product [C:7]([C:6]1[N:5]=[CH:8][CH:9]=[CH:8][N:5]=1)([CH3:9])([CH3:6])[CH3:7], predict the reactants needed to synthesize it. (2) Given the product [CH3:1][O:2][C:3]([C:5]1[CH:6]=[CH:7][C:8]2[C:17]3[C:12](=[CH:13][C:14]([NH2:18])=[CH:15][CH:16]=3)[O:11][CH2:10][C:9]=2[CH:21]=1)=[O:4], predict the reactants needed to synthesize it. The reactants are: [CH3:1][O:2][C:3]([C:5]1[CH:6]=[CH:7][C:8]2[C:17]3[C:12](=[CH:13][C:14]([N+:18]([O-])=O)=[CH:15][CH:16]=3)[O:11][CH2:10][C:9]=2[CH:21]=1)=[O:4].C(O)(=O)C. (3) Given the product [CH2:1]([O:8][C@H:9]1[C@H:14]([O:15][CH2:16][C:17]2[CH:22]=[CH:21][CH:20]=[CH:19][CH:18]=2)[C@H:13]([O:23][CH2:24][C:25]2[CH:30]=[CH:29][CH:28]=[CH:27][CH:26]=2)[C@H:12]([CH3:31])[O:11][C@H:10]1[CH2:4][CH2:3][CH2:2][CH2:1][OH:8])[C:2]1[CH:3]=[CH:4][CH:5]=[CH:6][CH:7]=1, predict the reactants needed to synthesize it. The reactants are: [CH2:1]([O:8][C@H:9]1[C@H:14]([O:15][CH2:16][C:17]2[CH:22]=[CH:21][CH:20]=[CH:19][CH:18]=2)[C@H:13]([O:23][CH2:24][C:25]2[CH:30]=[CH:29][CH:28]=[CH:27][CH:26]=2)[C@H:12]([CH3:31])[O:11][C@H:10]1C(C)CC(O)=O)[C:2]1[CH:7]=[CH:6][CH:5]=[CH:4][CH:3]=1. (4) Given the product [C:1]1([CH2:7][CH2:8][CH2:9][CH2:10][O:11][CH2:12][CH2:13][CH:14]=[O:15])[CH:6]=[CH:5][CH:4]=[CH:3][CH:2]=1, predict the reactants needed to synthesize it. The reactants are: [C:1]1([CH2:7][CH2:8][CH2:9][CH2:10][O:11][CH2:12][CH2:13][CH2:14][OH:15])[CH:6]=[CH:5][CH:4]=[CH:3][CH:2]=1.CC(OI1(OC(C)=O)(OC(C)=O)OC(=O)C2C=CC=CC1=2)=O. (5) The reactants are: Br[C:2]1[S:3][CH:4]=[CH:5][C:6]=1[CH3:7].[Mg].[CH2:9](OS(C1C=CC(C)=CC=1)(=O)=O)[CH:10]([CH3:12])[CH3:11]. Given the product [CH2:9]([C:2]1[S:3][CH:4]=[CH:5][C:6]=1[CH3:7])[CH:10]([CH3:12])[CH3:11], predict the reactants needed to synthesize it. (6) Given the product [NH2:21][C@H:16]([C:17]([CH3:20])([CH3:19])[CH3:18])[C:15]([N:12]1[CH2:11][CH2:10][N:9]([C:4]2[CH:5]=[CH:6][C:7]([Cl:8])=[C:2]([Cl:1])[CH:3]=2)[CH2:14][CH2:13]1)=[O:29], predict the reactants needed to synthesize it. The reactants are: [Cl:1][C:2]1[CH:3]=[C:4]([N:9]2[CH2:14][CH2:13][N:12]([C:15](=[O:29])[C@H:16]([NH:21]C(=O)OC(C)(C)C)[C:17]([CH3:20])([CH3:19])[CH3:18])[CH2:11][CH2:10]2)[CH:5]=[CH:6][C:7]=1[Cl:8].C(O)(C(F)(F)F)=O.